Task: Predict the product of the given reaction.. Dataset: Forward reaction prediction with 1.9M reactions from USPTO patents (1976-2016) (1) The product is: [CH2:16]([N:7]1[C:8]2[C:13](=[C:12]([O:14][C:20]3[CH:25]=[CH:24][CH:23]=[CH:22][CH:21]=3)[CH:11]=[C:10]([F:15])[CH:9]=2)[C:5]([CH2:4][CH2:3][N:2]([CH3:1])[CH3:18])=[CH:6]1)[CH3:17]. Given the reactants [CH3:1][N:2]([CH3:18])[CH2:3][CH2:4][C:5]1[C:13]2[C:12]([OH:14])=[CH:11][C:10]([F:15])=[CH:9][C:8]=2[N:7]([CH2:16][CH3:17])[CH:6]=1.Br[C:20]1[CH:25]=[CH:24][CH:23]=[CH:22][CH:21]=1.C([O-])([O-])=O.[K+].[K+], predict the reaction product. (2) Given the reactants [CH3:1][O:2][CH:3]([O:20][CH3:21])[C:4]1[C:5]([F:19])=[C:6]([F:18])[C:7]2[O:11][N:10]=[C:9]([C:12]([O:14]CC)=O)[C:8]=2[CH:17]=1.Cl.[F:23][C:24]1([F:28])[CH2:27][NH:26][CH2:25]1, predict the reaction product. The product is: [F:23][C:24]1([F:28])[CH2:27][N:26]([C:12]([C:9]2[C:8]3[CH:17]=[C:4]([CH:3]([O:2][CH3:1])[O:20][CH3:21])[C:5]([F:19])=[C:6]([F:18])[C:7]=3[O:11][N:10]=2)=[O:14])[CH2:25]1. (3) Given the reactants [CH2:1]([C:3]1[CH:8]=[CH:7][C:6]([CH:9]2[CH2:14][N:13]([C:15]([N:17]3[CH2:22][CH2:21][CH:20]([OH:23])[CH2:19][CH2:18]3)=[O:16])[CH2:12][CH:11]([C:24]([O:26]CC)=[O:25])[CH2:10]2)=[CH:5][CH:4]=1)[CH3:2].[OH-].[Li+], predict the reaction product. The product is: [CH2:1]([C:3]1[CH:8]=[CH:7][C:6]([CH:9]2[CH2:14][N:13]([C:15]([N:17]3[CH2:22][CH2:21][CH:20]([OH:23])[CH2:19][CH2:18]3)=[O:16])[CH2:12][CH:11]([C:24]([OH:26])=[O:25])[CH2:10]2)=[CH:5][CH:4]=1)[CH3:2]. (4) The product is: [CH:1]12[CH2:8][CH:7]3[CH2:6][CH:5]([CH2:4][CH:3]([CH2:9]3)[CH:2]1[N:11]1[CH:15]=[C:14]([CH2:16][C:17]([F:20])([F:18])[F:19])[N:13]([CH2:23][CH:24]3[CH2:26][CH2:25]3)[C:12]1=[O:21])[CH2:10]2. Given the reactants [CH:1]12[CH2:10][CH:5]3[CH2:6][CH:7]([CH2:9][CH:3]([CH2:4]3)[CH:2]1[N:11]1[CH:15]=[C:14]([CH2:16][C:17]([F:20])([F:19])[F:18])[NH:13][C:12]1=[O:21])[CH2:8]2.Br[CH2:23][CH:24]1[CH2:26][CH2:25]1, predict the reaction product. (5) Given the reactants [F:1][C:2]1[CH:7]=[CH:6][C:5]([N:8]2[C:12]([C:13]([OH:15])=[O:14])=[CH:11][N:10]=[C:9]2SCC2C(F)=CC=C(F)C=2F)=[CH:4][CH:3]=1.CC1N([NH:36][CH2:37][C:38]2[C:43]([F:44])=[CH:42][CH:41]=[C:40]([F:45])[C:39]=2[F:46])C(C([O-])=O)=CN=1.[Li+].[OH-].[CH2:49]1COCC1, predict the reaction product. The product is: [F:1][C:2]1[CH:3]=[CH:4][C:5]([N:8]2[C:12]([C:13]([OH:15])=[O:14])=[CH:11][N:10]=[C:9]2[N:36]([CH3:49])[CH2:37][C:38]2[C:43]([F:44])=[CH:42][CH:41]=[C:40]([F:45])[C:39]=2[F:46])=[CH:6][CH:7]=1. (6) Given the reactants [NH2:1][C@@H:2]([C:7]([OH:9])=[O:8])[CH2:3][CH2:4][S:5][CH3:6].[C:10]([O-:13])([O-])=[O:11].[Na+].[Na+].C([CH:19]([O:26]Cl)[C:20]1[CH:25]=[CH:24][CH:23]=[CH:22][CH:21]=1)(O)=O.Cl, predict the reaction product. The product is: [C:10]([N:1]([O:26][CH2:19][C:20]1[CH:25]=[CH:24][CH:23]=[CH:22][CH:21]=1)[C@@H:2]([C:7]([OH:9])=[O:8])[CH2:3][CH2:4][S:5][CH3:6])([OH:13])=[O:11]. (7) Given the reactants [H-].[Na+].[C:3]1([CH:9]2[CH2:15][NH:14][C:13](=[O:16])[CH2:12][CH2:11][CH2:10]2)[CH:8]=[CH:7][CH:6]=[CH:5][CH:4]=1.[CH3:17][O:18][CH2:19][CH2:20]Br.O, predict the reaction product. The product is: [CH3:17][O:18][CH2:19][CH2:20][N:14]1[CH2:15][CH:9]([C:3]2[CH:4]=[CH:5][CH:6]=[CH:7][CH:8]=2)[CH2:10][CH2:11][CH2:12][C:13]1=[O:16].